Dataset: Reaction yield outcomes from USPTO patents with 853,638 reactions. Task: Predict the reaction yield, written as a fraction of the theoretical maximum amount of product (1.0 means a 100% yield; for example, 0.34 means a 34% yield). (1) The catalyst is C1COCC1. The product is [C:6]1([S:12][C:13]2[C:14]3[CH:25]=[C:24]4[C:19]([CH:20]=[CH:21][CH:22]=[CH:23]4)=[CH:18][C:15]=3[S:16][C:17]=2[I:26])[CH:11]=[CH:10][CH:9]=[CH:8][CH:7]=1. The reactants are C([Li])CCC.[C:6]1([S:12][C:13]2[C:14]3[CH:25]=[C:24]4[C:19]([CH:20]=[CH:21][CH:22]=[CH:23]4)=[CH:18][C:15]=3[S:16][CH:17]=2)[CH:11]=[CH:10][CH:9]=[CH:8][CH:7]=1.[I:26]I. The yield is 0.660. (2) The catalyst is C(#N)C. The reactants are [NH:1]1[C:9]2[C:4](=[CH:5][CH:6]=[CH:7][CH:8]=2)[CH2:3][C:2]1=[O:10].[Br:11]N1C(=O)CCC1=O. The yield is 0.900. The product is [Br:11][C:6]1[CH:5]=[C:4]2[C:9](=[CH:8][CH:7]=1)[NH:1][C:2](=[O:10])[CH2:3]2. (3) The reactants are [C:1]1([OH:11])[C:10]2[C:5](=[CH:6][CH:7]=[CH:8][CH:9]=2)[CH:4]=[CH:3][CH:2]=1.O.[C:13]1(C)[CH:18]=[CH:17][C:16](S(O)(=O)=O)=[CH:15][CH:14]=1.C1CCC=CC=1. The catalyst is C1(C)C=CC=CC=1. The product is [CH:9]1[C:10]2[C:1]3[O:11][C:14]4[CH2:15][CH2:16][CH2:17][CH2:18][C:13]=4[C:2]=3[CH:3]=[CH:4][C:5]=2[CH:6]=[CH:7][CH:8]=1. The yield is 0.250. (4) The reactants are [F:1][C:2]1([F:23])[CH2:6][CH2:5][N:4]([CH2:7][C@@H:8]([NH:12][C:13](=[O:22])[C:14]2[CH:19]=[CH:18][C:17]([CH3:20])=[C:16]([CH3:21])[CH:15]=2)[CH:9]([CH3:11])[CH3:10])[CH2:3]1.[H-].[Na+].[CH3:26]I. The catalyst is C1COCC1. The product is [F:23][C:2]1([F:1])[CH2:6][CH2:5][N:4]([CH2:7][C@@H:8]([N:12]([CH3:26])[C:13](=[O:22])[C:14]2[CH:19]=[CH:18][C:17]([CH3:20])=[C:16]([CH3:21])[CH:15]=2)[CH:9]([CH3:11])[CH3:10])[CH2:3]1. The yield is 0.270. (5) The reactants are [Cl:1][C:2]1[C:6]2[CH:7]=[CH:8][CH:9]=[CH:10][C:5]=2[O:4][C:3]=1[CH2:11][NH:12][CH3:13].[CH3:14][C:15]1([CH3:31])[O:20][C:19]2[CH:21]=[C:22]([CH:25]=[CH:26][C:27]([OH:29])=O)[CH:23]=[N:24][C:18]=2[NH:17][C:16]1=[O:30].ON1C2C=CC=CC=2N=N1.C(N(C(C)C)CC)(C)C.CN(C)CCCN=C=NCC. The catalyst is CN(C=O)C.O. The product is [Cl:1][C:2]1[C:6]2[CH:7]=[CH:8][CH:9]=[CH:10][C:5]=2[O:4][C:3]=1[CH2:11][N:12]([CH3:13])[C:27](=[O:29])/[CH:26]=[CH:25]/[C:22]1[CH:23]=[N:24][C:18]2[NH:17][C:16](=[O:30])[C:15]([CH3:14])([CH3:31])[O:20][C:19]=2[CH:21]=1. The yield is 0.730. (6) The reactants are [NH:1]1[CH2:5][CH2:4][CH2:3][CH2:2]1.[CH3:6][C:7]1[CH:14]=[CH:13][CH:12]=[CH:11][C:8]=1[CH:9]=O.C([Cl:18])(=O)C. No catalyst specified. The product is [Cl-:18].[CH3:6][C:7]1[CH:14]=[CH:13][CH:12]=[CH:11][C:8]=1[CH:9]=[N+:1]1[CH2:5][CH2:4][CH2:3][CH2:2]1. The yield is 0.630.